This data is from Cav3 T-type calcium channel HTS with 100,875 compounds. The task is: Binary Classification. Given a drug SMILES string, predict its activity (active/inactive) in a high-throughput screening assay against a specified biological target. (1) The compound is S(=O)(=O)(N1CCC(CC1)C)c1cc(c(F)cc1)C(OC)=O. The result is 0 (inactive). (2) The drug is S=C(NN1CCOCC1)Nc1c(cccc1)C(F)(F)F. The result is 0 (inactive). (3) The molecule is S1(=O)(=O)N(C(c2c1ccc(F)c2)CC(O)=O)CCCCCCCC. The result is 0 (inactive). (4) The drug is s1cc(c2cc(OC)c(OC)cc2)c(c1N)C(OC)=O. The result is 0 (inactive). (5) The compound is Clc1ccc(Cn2c(=O)c3n(c(OCc4cccnc4)nc3n(c2=O)C)C)cc1. The result is 0 (inactive). (6) The molecule is o1c(C(=O)Nc2n3c(nc2c2ccccc2)cc(cc3)C)ccc1. The result is 0 (inactive). (7) The molecule is O=C1N(C(=O)CC1NCc1occc1)CCc1ccccc1. The result is 0 (inactive).